Dataset: Reaction yield outcomes from USPTO patents with 853,638 reactions. Task: Predict the reaction yield, written as a fraction of the theoretical maximum amount of product (1.0 means a 100% yield; for example, 0.34 means a 34% yield). (1) The reactants are C(O)C.[Br:4][C:5]1[C:6]([CH3:16])=[C:7]([N+:13]([O-:15])=[O:14])[C:8]([O:11][CH3:12])=[N:9][CH:10]=1.[CH2:17]([O:19][C:20](=[O:26])[C:21](OCC)=[O:22])[CH3:18].[O-]CC.[K+]. The catalyst is C(OCC)(=O)C.CCOCC. The product is [Br:4][C:5]1[C:6](/[CH:16]=[C:21](\[OH:22])/[C:20]([O:19][CH2:17][CH3:18])=[O:26])=[C:7]([N+:13]([O-:15])=[O:14])[C:8]([O:11][CH3:12])=[N:9][CH:10]=1. The yield is 0.460. (2) The reactants are C1([NH:7][C:8]([C:10]2[C:11](=[O:29])[N:12]([CH2:22][C:23]3[CH:28]=[CH:27][CH:26]=[CH:25][CH:24]=3)[C:13]3[C:18]([C:19]=2O)=[CH:17][C:16]([CH3:21])=[CH:15][CH:14]=3)=O)CCCCC1.P(Cl)(Cl)([Cl:32])=O. No catalyst specified. The product is [CH2:22]([N:12]1[C:13]2[C:18](=[CH:17][C:16]([CH3:21])=[CH:15][CH:14]=2)[C:19]([Cl:32])=[C:10]([C:8]#[N:7])[C:11]1=[O:29])[C:23]1[CH:28]=[CH:27][CH:26]=[CH:25][CH:24]=1. The yield is 0.380.